From a dataset of Forward reaction prediction with 1.9M reactions from USPTO patents (1976-2016). Predict the product of the given reaction. (1) Given the reactants [CH3:1][N:2]1[C:14]2[C:13]3[N:12]=[C:11]([S:15][CH3:16])[N:10]=[CH:9][C:8]=3[CH2:7][CH2:6][C:5]=2[C:4]([C:17]([O:19]CC)=O)=[N:3]1.C[N:23](C)C=O.O.[NH4+], predict the reaction product. The product is: [CH3:1][N:2]1[C:14]2[C:13]3[N:12]=[C:11]([S:15][CH3:16])[N:10]=[CH:9][C:8]=3[CH2:7][CH2:6][C:5]=2[C:4]([C:17]([NH2:23])=[O:19])=[N:3]1. (2) Given the reactants [F:1][C:2]1[CH:7]=[CH:6][C:5]([CH:8]([OH:31])[CH:9]([NH:23]C(=O)OC(C)(C)C)[CH2:10][C:11]2[O:15][N:14]=[C:13]([O:16][C:17]([F:22])([F:21])[CH:18]([F:20])[F:19])[CH:12]=2)=[CH:4][CH:3]=1.Cl.C(=O)([O-])[O-].[K+].[K+], predict the reaction product. The product is: [NH2:23][CH:9]([CH2:10][C:11]1[O:15][N:14]=[C:13]([O:16][C:17]([F:21])([F:22])[CH:18]([F:19])[F:20])[CH:12]=1)[CH:8]([C:5]1[CH:6]=[CH:7][C:2]([F:1])=[CH:3][CH:4]=1)[OH:31]. (3) Given the reactants [NH2:1][C@H:2]1[CH2:7][CH2:6][C@H:5]([NH:8][C:9]([C:11]2[C:15]3[N:16]=[CH:17][N:18]=[C:19]([C:20]4[CH:25]=[C:24]([F:26])[C:23]([O:27][CH3:28])=[CH:22][C:21]=4[O:29][CH2:30][CH:31]4[CH2:33][CH2:32]4)[C:14]=3[NH:13][CH:12]=2)=[O:10])[CH2:4][CH2:3]1.[C:34](Cl)(=[O:36])[CH3:35], predict the reaction product. The product is: [C:34]([NH:1][C@H:2]1[CH2:7][CH2:6][C@H:5]([NH:8][C:9]([C:11]2[C:15]3[N:16]=[CH:17][N:18]=[C:19]([C:20]4[CH:25]=[C:24]([F:26])[C:23]([O:27][CH3:28])=[CH:22][C:21]=4[O:29][CH2:30][CH:31]4[CH2:33][CH2:32]4)[C:14]=3[NH:13][CH:12]=2)=[O:10])[CH2:4][CH2:3]1)(=[O:36])[CH3:35]. (4) Given the reactants [Cl:1][C:2]1[C:6]([Cl:7])=[C:5]([C:8](Cl)=[O:9])[S:4][N:3]=1.[NH3:11], predict the reaction product. The product is: [Cl:1][C:2]1[C:6]([Cl:7])=[C:5]([C:8]([NH2:11])=[O:9])[S:4][N:3]=1. (5) Given the reactants [CH3:1][O:2][C:3]([C:5]1[CH:6]=[N:7][NH:8][CH:9]=1)=[O:4].[CH2:10]=[O:11].C(N(CC)CC)C, predict the reaction product. The product is: [OH:11][CH2:10][N:7]1[CH:6]=[C:5]([C:3]([O:2][CH3:1])=[O:4])[CH:9]=[N:8]1. (6) Given the reactants [NH2:1][CH2:2][CH2:3][O:4][CH2:5][CH2:6][O:7][CH2:8][CH2:9][O:10][CH2:11][CH2:12][NH:13][S:14]([C:17]1[CH:22]=[CH:21][CH:20]=[C:19]([CH:23]2[C:32]3[C:27](=[C:28]([Cl:34])[CH:29]=[C:30]([Cl:33])[CH:31]=3)[CH2:26][N:25]([CH3:35])[CH2:24]2)[CH:18]=1)(=[O:16])=[O:15].C[CH2:37][N:38]([CH:42]([CH3:44])C)[CH:39]([CH3:41])C.[OH:45][C@H:46]([C@H:50]([OH:54])[C:51]([OH:53])=O)[C:47]([OH:49])=O, predict the reaction product. The product is: [Cl:33][C:30]1[CH:31]=[C:32]2[C:27](=[C:28]([Cl:34])[CH:29]=1)[CH2:26][N:25]([CH3:35])[CH2:24][CH:23]2[C:19]1[CH:18]=[C:17]([S:14]([NH:13][CH2:12][CH2:11][O:10][CH2:9][CH2:8][O:7][CH2:6][CH2:5][O:4][CH2:3][CH2:2][NH:1][C:47](=[O:49])[C@H:46]([OH:45])[C@H:50]([OH:54])[C:51]([NH:1][CH2:2][CH2:3][O:4][CH2:5][CH2:6][O:7][CH2:8][CH2:9][O:10][CH2:11][CH2:12][NH:13][S:14]([C:17]2[CH:22]=[CH:21][CH:20]=[C:19]([CH:44]3[C:32]4[C:41](=[C:28]([Cl:34])[CH:29]=[C:30]([Cl:33])[CH:31]=4)[CH2:39][N:38]([CH3:37])[CH2:42]3)[CH:18]=2)(=[O:16])=[O:15])=[O:53])(=[O:16])=[O:15])[CH:22]=[CH:21][CH:20]=1. (7) Given the reactants [O:1]=[C:2]1[NH:7][CH:6]=[C:5]([C:8]([O:10]C)=[O:9])[CH:4]=[C:3]1[C:12]([F:15])([F:14])[F:13], predict the reaction product. The product is: [O:1]=[C:2]1[NH:7][CH:6]=[C:5]([C:8]([OH:10])=[O:9])[CH:4]=[C:3]1[C:12]([F:15])([F:13])[F:14]. (8) Given the reactants [CH:1]([C:4]1[CH:13]=[C:12]2[C:7]([C:8](=[O:20])[N:9]([NH:15][S:16]([CH3:19])(=[O:18])=[O:17])[C:10](=[O:14])[NH:11]2)=[CH:6][C:5]=1[C:21]1[N:22]([CH3:26])[N:23]=[CH:24][CH:25]=1)([CH3:3])[CH3:2].Cl[C:28]([O:30][CH2:31][CH3:32])=[O:29], predict the reaction product. The product is: [CH2:31]([O:30][C:28](=[O:29])[N:15]([N:9]1[C:8](=[O:20])[C:7]2[C:12](=[CH:13][C:4]([CH:1]([CH3:3])[CH3:2])=[C:5]([C:21]3[N:22]([CH3:26])[N:23]=[CH:24][CH:25]=3)[CH:6]=2)[NH:11][C:10]1=[O:14])[S:16]([CH3:19])(=[O:17])=[O:18])[CH3:32].